Dataset: Retrosynthesis with 50K atom-mapped reactions and 10 reaction types from USPTO. Task: Predict the reactants needed to synthesize the given product. Given the product CC(C)(C)OC(=O)N1CCC[C@H](COc2nc(Cl)cc3nccnc23)C1, predict the reactants needed to synthesize it. The reactants are: CC(C)(C)OC(=O)N1CCC[C@H](CO)C1.Clc1cc2nccnc2c(Cl)n1.